From a dataset of Forward reaction prediction with 1.9M reactions from USPTO patents (1976-2016). Predict the product of the given reaction. (1) Given the reactants C1OCCOCCOCCOCCOCCOC1.[Cr](Cl)([O-])(=O)=O.[NH+]1C=CC=CC=1.[CH:30]1([C:36]2[CH:43]=[CH:42][C:39]([CH2:40][OH:41])=[CH:38][CH:37]=2)[CH2:35][CH2:34][CH2:33][CH2:32][CH2:31]1.CCOCC, predict the reaction product. The product is: [CH:30]1([C:36]2[CH:37]=[CH:38][C:39]([CH:40]=[O:41])=[CH:42][CH:43]=2)[CH2:31][CH2:32][CH2:33][CH2:34][CH2:35]1. (2) Given the reactants [Na].C(O)C.[CH3:5][C:6]1([CH3:22])[O:10][CH:9]([CH2:11][O:12][C:13]2[CH:18]=[CH:17][C:16]([C:19](=[O:21])[CH3:20])=[CH:15][CH:14]=2)[CH2:8][O:7]1.[C:23](OCC)(=[O:29])[C:24]([O:26][CH2:27][CH3:28])=[O:25], predict the reaction product. The product is: [CH3:5][C:6]1([CH3:22])[O:10][CH:9]([CH2:11][O:12][C:13]2[CH:18]=[CH:17][C:16]([C:19](=[O:21])[CH2:20][C:23](=[O:29])[C:24]([O:26][CH2:27][CH3:28])=[O:25])=[CH:15][CH:14]=2)[CH2:8][O:7]1. (3) Given the reactants [CH2:1]([N:8]1[C:12]2([CH2:17][CH2:16][N:15]([C:18](=[O:33])[C:19]3[CH:24]=[C:23]([C:25]([F:28])([F:27])[F:26])[CH:22]=[C:21]([C:29]([F:32])([F:31])[F:30])[CH:20]=3)[CH2:14][CH2:13]2)[C:11](=[O:34])[NH:10][CH2:9]1)[C:2]1[CH:7]=[CH:6][CH:5]=[CH:4][CH:3]=1.[CH3:35]I, predict the reaction product. The product is: [CH2:1]([N:8]1[C:12]2([CH2:17][CH2:16][N:15]([C:18](=[O:33])[C:19]3[CH:20]=[C:21]([C:29]([F:32])([F:31])[F:30])[CH:22]=[C:23]([C:25]([F:26])([F:27])[F:28])[CH:24]=3)[CH2:14][CH2:13]2)[C:11](=[O:34])[N:10]([CH3:35])[CH2:9]1)[C:2]1[CH:3]=[CH:4][CH:5]=[CH:6][CH:7]=1. (4) Given the reactants Cl[C:2]1[N:3]=[CH:4][C:5]2[N:11]([CH3:12])[C:10](=[O:13])[CH:9]([CH2:14][CH3:15])[CH2:8][N:7]([CH:16]3[CH2:20][CH2:19][CH2:18][CH2:17]3)[C:6]=2[N:21]=1.[NH2:22][C:23]1[CH:31]=[CH:30][C:26]([C:27]([OH:29])=[O:28])=[CH:25][C:24]=1[O:32][CH3:33].C(O)C, predict the reaction product. The product is: [CH:16]1([N:7]2[CH2:8][CH:9]([CH2:14][CH3:15])[C:10](=[O:13])[N:11]([CH3:12])[C:5]3[CH:4]=[N:3][C:2]([NH:22][C:23]4[CH:31]=[CH:30][C:26]([C:27]([OH:29])=[O:28])=[CH:25][C:24]=4[O:32][CH3:33])=[N:21][C:6]2=3)[CH2:20][CH2:19][CH2:18][CH2:17]1. (5) Given the reactants Br[CH2:2][C:3]1[CH:8]=[CH:7][C:6]([C:9]2[O:10][C:11]3[CH:17]=[CH:16][CH:15]=[CH:14][C:12]=3[N:13]=2)=[CH:5][C:4]=1[O:18][CH3:19].[N:20]1[CH:25]=[CH:24][CH:23]=[C:22](B(O)O)[CH:21]=1.C([O-])([O-])=O.[K+].[K+].COCCOC, predict the reaction product. The product is: [CH3:19][O:18][C:4]1[CH:5]=[C:6]([C:9]2[O:10][C:11]3[CH:17]=[CH:16][CH:15]=[CH:14][C:12]=3[N:13]=2)[CH:7]=[CH:8][C:3]=1[CH2:2][C:22]1[CH:21]=[N:20][CH:25]=[CH:24][CH:23]=1. (6) Given the reactants Br[CH2:2][C:3]([C:5]1[CH:10]=[CH:9][C:8]([O:11][CH3:12])=[CH:7][CH:6]=1)=O.[NH2:13][C:14]([NH2:16])=[S:15], predict the reaction product. The product is: [CH3:12][O:11][C:8]1[CH:9]=[CH:10][C:5]([C:3]2[N:13]=[C:14]([NH2:16])[S:15][CH:2]=2)=[CH:6][CH:7]=1.